Dataset: Catalyst prediction with 721,799 reactions and 888 catalyst types from USPTO. Task: Predict which catalyst facilitates the given reaction. Product: [C:1]([O:5][C:6](=[O:15])[NH:7][CH2:8][CH:9]1[CH2:10][CH2:11][CH2:12][S:25]1)([CH3:4])([CH3:3])[CH3:2]. Reactant: [C:1]([O:5][C:6](=[O:15])[NH:7][CH2:8][CH:9](Cl)[CH2:10][CH2:11][CH2:12]Cl)([CH3:4])([CH3:3])[CH3:2].O.O.O.O.O.O.O.O.O.[S-2:25].[Na+].[Na+]. The catalyst class is: 5.